From a dataset of NCI-60 drug combinations with 297,098 pairs across 59 cell lines. Regression. Given two drug SMILES strings and cell line genomic features, predict the synergy score measuring deviation from expected non-interaction effect. (1) Drug 1: CCC1(CC2CC(C3=C(CCN(C2)C1)C4=CC=CC=C4N3)(C5=C(C=C6C(=C5)C78CCN9C7C(C=CC9)(C(C(C8N6C=O)(C(=O)OC)O)OC(=O)C)CC)OC)C(=O)OC)O.OS(=O)(=O)O. Drug 2: C1C(C(OC1N2C=NC(=NC2=O)N)CO)O. Cell line: COLO 205. Synergy scores: CSS=30.4, Synergy_ZIP=3.84, Synergy_Bliss=3.78, Synergy_Loewe=1.36, Synergy_HSA=4.28. (2) Drug 1: CC1C(C(CC(O1)OC2CC(CC3=C2C(=C4C(=C3O)C(=O)C5=C(C4=O)C(=CC=C5)OC)O)(C(=O)C)O)N)O.Cl. Drug 2: C1C(C(OC1N2C=NC(=NC2=O)N)CO)O. Cell line: SK-MEL-5. Synergy scores: CSS=28.1, Synergy_ZIP=-2.84, Synergy_Bliss=6.91, Synergy_Loewe=-10.1, Synergy_HSA=2.13. (3) Drug 1: CCC1=CC2CC(C3=C(CN(C2)C1)C4=CC=CC=C4N3)(C5=C(C=C6C(=C5)C78CCN9C7C(C=CC9)(C(C(C8N6C)(C(=O)OC)O)OC(=O)C)CC)OC)C(=O)OC.C(C(C(=O)O)O)(C(=O)O)O. Drug 2: CCCS(=O)(=O)NC1=C(C(=C(C=C1)F)C(=O)C2=CNC3=C2C=C(C=N3)C4=CC=C(C=C4)Cl)F. Cell line: HT29. Synergy scores: CSS=77.1, Synergy_ZIP=0.979, Synergy_Bliss=0.858, Synergy_Loewe=-0.943, Synergy_HSA=3.04.